Dataset: Full USPTO retrosynthesis dataset with 1.9M reactions from patents (1976-2016). Task: Predict the reactants needed to synthesize the given product. (1) Given the product [F:12][C:13]1[CH:18]=[C:17]([N+:19]([O-:21])=[O:20])[CH:16]=[CH:15][C:14]=1[O:22][C:2]1[C:7]2=[C:8]([CH3:11])[CH:9]=[CH:10][N:6]2[N:5]=[CH:4][N:3]=1, predict the reactants needed to synthesize it. The reactants are: Cl[C:2]1[C:7]2=[C:8]([CH3:11])[CH:9]=[CH:10][N:6]2[N:5]=[CH:4][N:3]=1.[F:12][C:13]1[CH:18]=[C:17]([N+:19]([O-:21])=[O:20])[CH:16]=[CH:15][C:14]=1[OH:22].C(=O)([O-])[O-].[K+].[K+]. (2) Given the product [Br:3][C:4]1[CH:5]=[CH:6][C:7]([O:21][CH2:22][C:23]2[CH:28]=[CH:27][CH:26]=[C:25]([F:29])[CH:24]=2)=[C:8]([CH:20]=1)[C:9]([OH:11])=[O:10], predict the reactants needed to synthesize it. The reactants are: [Li+].[OH-].[Br:3][C:4]1[CH:5]=[CH:6][C:7]([O:21][CH2:22][C:23]2[CH:28]=[CH:27][CH:26]=[C:25]([F:29])[CH:24]=2)=[C:8]([CH:20]=1)[C:9]([O:11]CC1C=CC=C(F)C=1)=[O:10].Cl. (3) Given the product [CH2:12]([NH:1][C@H:2]([CH2:10][OH:11])[CH2:3][C:4]1[CH:5]=[CH:6][CH:7]=[CH:8][CH:9]=1)[C:13]1[CH:18]=[CH:17][CH:16]=[CH:15][CH:14]=1, predict the reactants needed to synthesize it. The reactants are: [NH2:1][C@H:2]([CH2:10][OH:11])[CH2:3][C:4]1[CH:9]=[CH:8][CH:7]=[CH:6][CH:5]=1.[CH:12](=O)[C:13]1[CH:18]=[CH:17][CH:16]=[CH:15][CH:14]=1.[H][H]. (4) Given the product [CH:24]([C:22]1[N:23]=[C:19]([CH2:18][CH2:17][C:15]2[CH:14]=[CH:13][N:10]3[C:11](=[O:12])[C:6]([CH:4]4[CH2:5][CH:3]4[C:2]([OH:35])=[O:1])=[C:7]([N:27]4[CH2:32][CH2:31][O:30][CH2:29][CH2:28]4)[N:8]=[C:9]3[CH:16]=2)[S:20][CH:21]=1)([CH3:26])[CH3:25], predict the reactants needed to synthesize it. The reactants are: [OH:1][CH2:2][CH:3]1[CH2:5][CH:4]1[C:6]1[C:11](=[O:12])[N:10]2[CH:13]=[CH:14][C:15]([CH2:17][CH2:18][C:19]3[S:20][CH:21]=[C:22]([CH:24]([CH3:26])[CH3:25])[N:23]=3)=[CH:16][C:9]2=[N:8][C:7]=1[N:27]1[CH2:32][CH2:31][O:30][CH2:29][CH2:28]1.CC(C)=[O:35].OS(O)(=O)=O.O=[Cr](=O)=O.S([O-])([O-])(=O)=S.[Na+].[Na+]. (5) Given the product [CH3:1][O:2][C:3]([C:5]1[C:6]([CH3:17])=[C:7]2[C:12]([NH:41][C:38]3[CH:39]=[CH:40][C:35]([O:34][C:29]4[CH:30]=[CH:31][CH:32]=[CH:33][C:28]=4[O:27][C:24]([C:23]([O:22][C:18]([CH3:21])([CH3:20])[CH3:19])=[O:42])([CH3:26])[CH3:25])=[CH:36][CH:37]=3)=[C:11]([C:14]#[N:15])[CH:10]=[N:9][N:8]2[CH:16]=1)=[O:4], predict the reactants needed to synthesize it. The reactants are: [CH3:1][O:2][C:3]([C:5]1[C:6]([CH3:17])=[C:7]2[C:12](Cl)=[C:11]([C:14]#[N:15])[CH:10]=[N:9][N:8]2[CH:16]=1)=[O:4].[C:18]([O:22][C:23](=[O:42])[C:24]([O:27][C:28]1[CH:33]=[CH:32][CH:31]=[CH:30][C:29]=1[O:34][C:35]1[CH:40]=[CH:39][C:38]([NH2:41])=[CH:37][CH:36]=1)([CH3:26])[CH3:25])([CH3:21])([CH3:20])[CH3:19].C([O-])([O-])=O.[K+].[K+].